From a dataset of Forward reaction prediction with 1.9M reactions from USPTO patents (1976-2016). Predict the product of the given reaction. (1) Given the reactants F[C:2]1[CH:9]=[CH:8][C:7]([C:10]([F:13])([F:12])[F:11])=[CH:6][C:3]=1[C:4]#[N:5].Cl[C:15]1C=C(Cl)C=C(C)[C:16]=1[S:23](CC)(=O)=O, predict the reaction product. The product is: [CH2:16]([S:23][C:2]1[CH:9]=[CH:8][C:7]([C:10]([F:13])([F:12])[F:11])=[CH:6][C:3]=1[C:4]#[N:5])[CH3:15]. (2) The product is: [CH3:39][C:38]([CH3:41])([CH3:40])[CH2:37][C:35]1[N:36]=[C:32]([CH2:31][C:27]([C:24]2[CH:25]=[CH:26][C:21]([C:6]3[N:2]([CH3:1])[N:3]=[CH:4][CH:5]=3)=[CH:22][CH:23]=2)([OH:61])[CH:28]([F:29])[F:30])[N:33]([C:42]([C:49]2[CH:50]=[CH:51][CH:52]=[CH:53][CH:54]=2)([C:55]2[CH:60]=[CH:59][CH:58]=[CH:57][CH:56]=2)[C:43]2[CH:44]=[CH:45][CH:46]=[CH:47][CH:48]=2)[CH:34]=1. Given the reactants [CH3:1][N:2]1[C:6]([Sn](CCCC)(CCCC)CCCC)=[CH:5][CH:4]=[N:3]1.Br[C:21]1[CH:26]=[CH:25][C:24]([C:27]([OH:61])([CH2:31][C:32]2[N:33]([C:42]([C:55]3[CH:60]=[CH:59][CH:58]=[CH:57][CH:56]=3)([C:49]3[CH:54]=[CH:53][CH:52]=[CH:51][CH:50]=3)[C:43]3[CH:48]=[CH:47][CH:46]=[CH:45][CH:44]=3)[CH:34]=[C:35]([CH2:37][C:38]([CH3:41])([CH3:40])[CH3:39])[N:36]=2)[CH:28]([F:30])[F:29])=[CH:23][CH:22]=1.[F-].[Cs+], predict the reaction product. (3) Given the reactants [Cl:1][C:2]1[C:7]2[CH2:8][CH:9]([CH3:22])[N:10]3[CH:15]([C:6]=2[CH:5]=[CH:4][C:3]=1[O:23][CH3:24])[CH2:14][C:13](=[O:16])[C:12]([C:17]([O:19][CH2:20][CH3:21])=[O:18])=[CH:11]3.C1(Cl)C(=O)C(Cl)=C(Cl)C(=O)C=1Cl, predict the reaction product. The product is: [Cl:1][C:2]1[C:7]2[CH2:8][CH:9]([CH3:22])[N:10]3[C:15]([C:6]=2[CH:5]=[CH:4][C:3]=1[O:23][CH3:24])=[CH:14][C:13](=[O:16])[C:12]([C:17]([O:19][CH2:20][CH3:21])=[O:18])=[CH:11]3. (4) Given the reactants Cl[C:2]1[C:7]2[C:8]3[CH2:14][CH2:13][CH2:12][CH2:11][C:9]=3[Se:10][C:6]=2[N:5]=[CH:4][N:3]=1.[NH2:15][C:16]1[O:17][C:18]([C:23]([CH3:26])([CH3:25])[CH3:24])=[CH:19][C:20]=1[C:21]#[N:22].[OH-].[Na+], predict the reaction product. The product is: [C:23]([C:18]1[O:17][C:16]([NH:15][C:2]2[C:7]3[C:8]4[CH2:14][CH2:13][CH2:12][CH2:11][C:9]=4[Se:10][C:6]=3[N:5]=[CH:4][N:3]=2)=[C:20]([C:21]#[N:22])[CH:19]=1)([CH3:26])([CH3:24])[CH3:25]. (5) Given the reactants [Br:1][C:2]1[N:6]2[N:7]=[C:8](F)[CH:9]=[CH:10][C:5]2=[N:4][CH:3]=1.O.[NH2:13][NH2:14], predict the reaction product. The product is: [Br:1][C:2]1[N:6]2[N:7]=[C:8]([NH:13][NH2:14])[CH:9]=[CH:10][C:5]2=[N:4][CH:3]=1. (6) Given the reactants [NH2:1][CH2:2][CH:3]([NH2:5])[CH3:4].[Cl:6][C:7]1[N:12]=[C:11](Cl)[C:10]([Cl:14])=[CH:9][N:8]=1.CCN(CC)CC.[S:22](Cl)([CH3:25])(=[O:24])=[O:23], predict the reaction product. The product is: [Cl:6][C:7]1[N:12]=[C:11]([NH:1][CH2:2][CH:3]([NH:5][S:22]([CH3:25])(=[O:24])=[O:23])[CH3:4])[C:10]([Cl:14])=[CH:9][N:8]=1. (7) Given the reactants [CH2:1]([O:3][C:4]([C:6]1[C:7]2[CH:15]=[N:14][NH:13][C:8]=2[N:9]=[C:10]([Cl:12])[CH:11]=1)=[O:5])[CH3:2].[O:16]1[CH:21]=[CH:20][CH2:19][CH2:18][CH2:17]1.O.C1(C)C=CC(S(O)(=O)=O)=CC=1.O, predict the reaction product. The product is: [CH2:1]([O:3][C:4]([C:6]1[C:7]2[CH:15]=[N:14][N:13]([CH:17]3[CH2:18][CH2:19][CH2:20][CH2:21][O:16]3)[C:8]=2[N:9]=[C:10]([Cl:12])[CH:11]=1)=[O:5])[CH3:2]. (8) Given the reactants [C:1]([C:3]1[CH:8]=[CH:7][C:6](B(O)O)=[CH:5][CH:4]=1)#[N:2].Cl.Br[C:14]1[CH:19]=[CH:18][N:17]=[CH:16][CH:15]=1.C(=O)([O-])[O-].[Na+].[Na+], predict the reaction product. The product is: [N:17]1[CH:18]=[CH:19][C:14]([C:6]2[CH:7]=[CH:8][C:3]([C:1]#[N:2])=[CH:4][CH:5]=2)=[CH:15][CH:16]=1.